This data is from TCR-epitope binding with 47,182 pairs between 192 epitopes and 23,139 TCRs. The task is: Binary Classification. Given a T-cell receptor sequence (or CDR3 region) and an epitope sequence, predict whether binding occurs between them. The epitope is EPLPQGQLTAY. The TCR CDR3 sequence is CASSPTSGVYEQYF. Result: 0 (the TCR does not bind to the epitope).